Dataset: Forward reaction prediction with 1.9M reactions from USPTO patents (1976-2016). Task: Predict the product of the given reaction. (1) Given the reactants Cl[C:2]1[N:7]2[N:8]=[C:9](C)[CH:10]=[C:6]2[N:5]=[C:4]([NH:12][C:13](=[O:24])[C:14]2[CH:19]=[CH:18][C:17]([C:20]([OH:23])([CH3:22])[CH3:21])=[CH:16][CH:15]=2)[CH:3]=1.[NH:25]1[CH2:29][CH2:28][CH:27]([OH:30])[CH2:26]1, predict the reaction product. The product is: [OH:23][C:20]([C:17]1[CH:18]=[CH:19][C:14]([C:13]([NH:12][C:4]2[CH:3]=[C:2]([N:25]3[CH2:29][CH2:28][CH:27]([OH:30])[CH2:26]3)[N:7]3[N:8]=[CH:9][CH:10]=[C:6]3[N:5]=2)=[O:24])=[CH:15][CH:16]=1)([CH3:22])[CH3:21]. (2) Given the reactants [Cl:1][C:2]1[CH:8]=[C:7]([O:9][C:10]2[C:11]3[N:18]([CH3:19])[C:17]([C:20]4[O:21][CH:22]=[CH:23][CH:24]=4)=[CH:16][C:12]=3[N:13]=[CH:14][N:15]=2)[CH:6]=[CH:5][C:3]=1[NH2:4].C(N(CC)CC)C.[F:32][C:33]([F:44])([F:43])[C:34]1[CH:35]=[C:36]([N:40]=[C:41]=[O:42])[CH:37]=[CH:38][CH:39]=1, predict the reaction product. The product is: [Cl:1][C:2]1[CH:8]=[C:7]([O:9][C:10]2[C:11]3[N:18]([CH3:19])[C:17]([C:20]4[O:21][CH:22]=[CH:23][CH:24]=4)=[CH:16][C:12]=3[N:13]=[CH:14][N:15]=2)[CH:6]=[CH:5][C:3]=1[NH:4][C:41]([NH:40][C:36]1[CH:37]=[CH:38][CH:39]=[C:34]([C:33]([F:32])([F:43])[F:44])[CH:35]=1)=[O:42]. (3) Given the reactants [CH2:1]([OH:7])[CH2:2][CH2:3][CH2:4][CH:5]=[CH2:6].[CH3:8][C:9]([Si:12](Cl)([CH3:14])[CH3:13])([CH3:11])[CH3:10].N1C=CN=C1.O, predict the reaction product. The product is: [C:9]([Si:12]([O:7][CH2:1][CH2:2][CH2:3][CH2:4][CH:5]=[CH2:6])([CH3:14])[CH3:13])([CH3:11])([CH3:10])[CH3:8]. (4) The product is: [Cl:27][C:22]1[CH:21]=[C:20]([S:17]([CH3:16])(=[O:19])=[O:18])[CH:25]=[CH:24][C:23]=1[O:1][C:2]1[CH:3]=[C:4]([CH2:12][C:13]([OH:15])=[O:14])[CH:5]=[C:6]([C:8]([F:9])([F:10])[F:11])[CH:7]=1. Given the reactants [OH:1][C:2]1[CH:3]=[C:4]([CH2:12][C:13]([OH:15])=[O:14])[CH:5]=[C:6]([C:8]([F:11])([F:10])[F:9])[CH:7]=1.[CH3:16][S:17]([C:20]1[CH:25]=[CH:24][C:23](F)=[C:22]([Cl:27])[CH:21]=1)(=[O:19])=[O:18], predict the reaction product. (5) Given the reactants [F:1][C:2]1[CH:9]=[CH:8][C:5]([CH:6]=O)=[CH:4][CH:3]=1.[C:10](#[N:14])[CH2:11][C:12]#[N:13].C(N(CC)CC)C.[CH3:22][N:23]1[C:27](=[O:28])[CH2:26][C:25]([C:29]2[CH:34]=[CH:33][CH:32]=[CH:31][CH:30]=2)=[N:24]1, predict the reaction product. The product is: [NH2:13][C:12]1[O:28][C:27]2[N:23]([CH3:22])[N:24]=[C:25]([C:29]3[CH:34]=[CH:33][CH:32]=[CH:31][CH:30]=3)[C:26]=2[CH:6]([C:5]2[CH:8]=[CH:9][C:2]([F:1])=[CH:3][CH:4]=2)[C:11]=1[C:10]#[N:14]. (6) Given the reactants Cl.[F:2][C:3]1[CH:15]=[C:14]([F:16])[CH:13]=[CH:12][C:4]=1[O:5][CH:6]1[CH2:11][CH2:10][NH:9][CH2:8][CH2:7]1.[OH:17][C:18]([C:20]([F:23])([F:22])[F:21])=[O:19].[CH2:24]([N:31]1[CH2:40][CH2:39][C:38]2[C:33](=[N:34][C:35](Cl)=[C:36]([NH:41][CH:42]([CH3:44])[CH3:43])[N:37]=2)[CH2:32]1)[C:25]1[CH:30]=[CH:29][CH:28]=[CH:27][CH:26]=1.CC(C)([O-])C.[Na+], predict the reaction product. The product is: [CH2:24]([N:31]1[CH2:40][CH2:39][C:38]2[C:33](=[N:34][C:35]([N:9]3[CH2:8][CH2:7][CH:6]([O:5][C:4]4[CH:12]=[CH:13][C:14]([F:16])=[CH:15][C:3]=4[F:2])[CH2:11][CH2:10]3)=[C:36]([NH:41][CH:42]([CH3:44])[CH3:43])[N:37]=2)[CH2:32]1)[C:25]1[CH:26]=[CH:27][CH:28]=[CH:29][CH:30]=1.[C:18]([OH:19])([C:20]([F:23])([F:22])[F:21])=[O:17]. (7) Given the reactants [CH3:1][O:2][C:3](=[O:13])[CH2:4][CH2:5][CH2:6][CH2:7][CH2:8][CH2:9][C:10](O)=[O:11], predict the reaction product. The product is: [CH3:1][O:2][C:3](=[O:13])[CH2:4][CH2:5][CH2:6][CH2:7][CH2:8][CH2:9][CH2:10][OH:11]. (8) Given the reactants C(=O)([O-])[O-].[K+].[K+].F[C:8]1[CH:13]=[CH:12][C:11]([N+:14]([O-:16])=[O:15])=[C:10]([O:17][CH3:18])[CH:9]=1.Cl.[CH2:20]([NH:27][C@H:28]1[CH2:33][CH2:32][NH:31][CH2:30][C@H:29]1[F:34])[C:21]1[CH:26]=[CH:25][CH:24]=[CH:23][CH:22]=1, predict the reaction product. The product is: [CH2:20]([NH:27][C@H:28]1[CH2:33][CH2:32][N:31]([C:8]2[CH:13]=[CH:12][C:11]([N+:14]([O-:16])=[O:15])=[C:10]([O:17][CH3:18])[CH:9]=2)[CH2:30][C@H:29]1[F:34])[C:21]1[CH:22]=[CH:23][CH:24]=[CH:25][CH:26]=1.